Dataset: Catalyst prediction with 721,799 reactions and 888 catalyst types from USPTO. Task: Predict which catalyst facilitates the given reaction. (1) Reactant: [CH3:1][CH:2]([CH2:4][CH2:5][CH2:6][C@@H:7]([C@@H:9]1[C@:26]2([CH3:27])[C@H:12]([C:13]3[O:14][C:15](=[O:29])[CH:16]4[C@:21]([C:23]=3[CH2:24][CH2:25]2)([CH3:22])[CH2:20][CH2:19][C:18](=O)[CH2:17]4)[CH2:11][CH2:10]1)[CH3:8])[CH3:3].Cl.[CH3:31][O:32][NH2:33].N1C=CC=CC=1.[Cl-].[NH4+]. Product: [CH3:31][O:32][N:33]=[C:18]1[CH2:19][CH2:20][C@@:21]2([CH3:22])[CH:16]([C:15](=[O:29])[O:14][C:13]3[C@H:12]4[C@:26]([CH3:27])([CH2:25][CH2:24][C:23]=32)[C@@H:9]([C@@H:7]([CH3:8])[CH2:6][CH2:5][CH2:4][CH:2]([CH3:3])[CH3:1])[CH2:10][CH2:11]4)[CH2:17]1. The catalyst class is: 8. (2) Reactant: [I:1][C:2]1[CH:6]=[C:5]([C:7]([O:9][CH2:10]C)=[O:8])[NH:4][N:3]=1.[C:12]([O-])([O-])=O.[K+].[K+].[CH3:18][I:19]. Product: [I:1][C:2]1[CH:6]=[C:5]([C:7]([O:9][CH3:10])=[O:8])[N:4]([CH3:12])[N:3]=1.[I:19][C:18]1[N:3]([CH3:2])[N:4]=[C:5]([C:7]([O:9][CH3:10])=[O:8])[CH:6]=1. The catalyst class is: 23.